Dataset: Peptide-MHC class I binding affinity with 185,985 pairs from IEDB/IMGT. Task: Regression. Given a peptide amino acid sequence and an MHC pseudo amino acid sequence, predict their binding affinity value. This is MHC class I binding data. (1) The peptide sequence is ITFHGAKEIA. The MHC is HLA-A02:01 with pseudo-sequence HLA-A02:01. The binding affinity (normalized) is 0. (2) The peptide sequence is DYAEISFML. The MHC is HLA-A30:02 with pseudo-sequence HLA-A30:02. The binding affinity (normalized) is 0.437. (3) The peptide sequence is FVTDYVHEGV. The MHC is HLA-A02:03 with pseudo-sequence HLA-A02:03. The binding affinity (normalized) is 0.952.